From a dataset of Reaction yield outcomes from USPTO patents with 853,638 reactions. Predict the reaction yield, written as a fraction of the theoretical maximum amount of product (1.0 means a 100% yield; for example, 0.34 means a 34% yield). The reactants are C[O:2][C:3]([C:5]1[C:10]([CH:11]=[CH2:12])=[C:9]([NH2:13])[N:8]=[C:7]([C:14]2[CH:19]=[CH:18][C:17]([Cl:20])=[C:16]([O:21][CH3:22])[C:15]=2[F:23])[N:6]=1)=[O:4].[OH-].[Na+].Cl. The catalyst is CO. The product is [NH2:13][C:9]1[N:8]=[C:7]([C:14]2[CH:19]=[CH:18][C:17]([Cl:20])=[C:16]([O:21][CH3:22])[C:15]=2[F:23])[N:6]=[C:5]([C:3]([OH:4])=[O:2])[C:10]=1[CH:11]=[CH2:12]. The yield is 0.710.